From a dataset of Reaction yield outcomes from USPTO patents with 853,638 reactions. Predict the reaction yield, written as a fraction of the theoretical maximum amount of product (1.0 means a 100% yield; for example, 0.34 means a 34% yield). (1) The reactants are [H-].[Na+].[Cl:3][C:4]1[CH:12]=[C:11]2[C:7]([C:8]([CH2:13][C:14]([O:16][CH2:17][CH3:18])=[O:15])=[N:9][NH:10]2)=[CH:6][CH:5]=1.I[CH3:20].O. The catalyst is C1COCC1. The product is [Cl:3][C:4]1[CH:12]=[C:11]2[C:7]([C:8]([CH2:13][C:14]([O:16][CH2:17][CH3:18])=[O:15])=[N:9][N:10]2[CH3:20])=[CH:6][CH:5]=1. The yield is 1.00. (2) The reactants are Cl.[NH:2]([C:4](=[S:6])[NH2:5])[NH2:3].[F:7][C:8]1[CH:17]=[C:16]2[C:11]([CH:12]=[CH:13][CH:14]=[N:15]2)=[CH:10][C:9]=1[CH2:18][C:19]1[N:23]2[N:24]=[C:25]([C:28](=O)[CH3:29])[CH:26]=[CH:27][C:22]2=[N:21][CH:20]=1. No catalyst specified. The product is [F:7][C:8]1[CH:17]=[C:16]2[C:11]([CH:12]=[CH:13][CH:14]=[N:15]2)=[CH:10][C:9]=1[CH2:18][C:19]1[N:23]2[N:24]=[C:25](/[C:28](=[N:3]/[NH:2][C:4](=[S:6])[NH2:5])/[CH3:29])[CH:26]=[CH:27][C:22]2=[N:21][CH:20]=1. The yield is 0.600.